Dataset: Peptide-MHC class I binding affinity with 185,985 pairs from IEDB/IMGT. Task: Regression. Given a peptide amino acid sequence and an MHC pseudo amino acid sequence, predict their binding affinity value. This is MHC class I binding data. (1) The binding affinity (normalized) is 0. The peptide sequence is ADAGFMKQY. The MHC is HLA-A23:01 with pseudo-sequence HLA-A23:01. (2) The peptide sequence is TWEAWWTEYW. The MHC is HLA-B42:01 with pseudo-sequence HLA-B42:01. The binding affinity (normalized) is 0.523. (3) The peptide sequence is ATVELLSFL. The MHC is Patr-B0101 with pseudo-sequence Patr-B0101. The binding affinity (normalized) is 0.525. (4) The peptide sequence is KQWPLSKEKIV. The MHC is Mamu-B03 with pseudo-sequence Mamu-B03. The binding affinity (normalized) is 0.161. (5) The peptide sequence is RVRQAWDTL. The MHC is HLA-B39:01 with pseudo-sequence HLA-B39:01. The binding affinity (normalized) is 0.200. (6) The peptide sequence is KQNMRIRSK. The MHC is HLA-A02:03 with pseudo-sequence HLA-A02:03. The binding affinity (normalized) is 0.0847. (7) The peptide sequence is QGINNLDNL. The MHC is H-2-Db with pseudo-sequence H-2-Db. The binding affinity (normalized) is 0.750.